Dataset: Peptide-MHC class I binding affinity with 185,985 pairs from IEDB/IMGT. Task: Regression. Given a peptide amino acid sequence and an MHC pseudo amino acid sequence, predict their binding affinity value. This is MHC class I binding data. (1) The peptide sequence is SYRNFSFSL. The MHC is HLA-B08:03 with pseudo-sequence HLA-B08:03. The binding affinity (normalized) is 0.0847. (2) The peptide sequence is YLDAYNMMI. The MHC is HLA-A02:02 with pseudo-sequence HLA-A02:02. The binding affinity (normalized) is 1.00. (3) The binding affinity (normalized) is 0.326. The peptide sequence is NYEDCKFSK. The MHC is HLA-A24:03 with pseudo-sequence HLA-A24:03. (4) The peptide sequence is IRFPFTFGW. The MHC is Mamu-B17 with pseudo-sequence Mamu-B17. The binding affinity (normalized) is 0.894. (5) The peptide sequence is KPKETFLQS. The MHC is HLA-B07:02 with pseudo-sequence HLA-B07:02. The binding affinity (normalized) is 0. (6) The peptide sequence is LTAPCDIYV. The MHC is HLA-B27:03 with pseudo-sequence HLA-B27:03. The binding affinity (normalized) is 0.0847. (7) The peptide sequence is VLFIHPLDA. The MHC is HLA-A02:03 with pseudo-sequence HLA-A02:03. The binding affinity (normalized) is 0.898.